Predict the product of the given reaction. From a dataset of Forward reaction prediction with 1.9M reactions from USPTO patents (1976-2016). (1) Given the reactants [F:1][C:2]1[CH:29]=[CH:28][CH:27]=[C:26]([F:30])[C:3]=1[C:4]([NH:6][C:7]1[S:8][C:9]([C:16]2[CH:21]=[CH:20][CH:19]=[C:18]([C:22]([F:25])([F:24])[F:23])[CH:17]=2)=[C:10]([C:12]([O:14]C)=[O:13])[N:11]=1)=[O:5].[OH-].[Na+].Cl, predict the reaction product. The product is: [F:30][C:26]1[CH:27]=[CH:28][CH:29]=[C:2]([F:1])[C:3]=1[C:4]([NH:6][C:7]1[S:8][C:9]([C:16]2[CH:21]=[CH:20][CH:19]=[C:18]([C:22]([F:23])([F:24])[F:25])[CH:17]=2)=[C:10]([C:12]([OH:14])=[O:13])[N:11]=1)=[O:5]. (2) Given the reactants [NH2:1][C@H:2]1[CH2:7][CH2:6][CH2:5][CH2:4][C@@H:3]1[NH2:8].CN(C)/[CH:11]=[C:12](/[C:18](=[O:27])[C:19]1[CH:24]=[C:23]([I:25])[CH:22]=[CH:21][C:20]=1F)\[C:13]([O:15][CH2:16][CH3:17])=[O:14].C(=O)([O-])[O-].[K+].[K+], predict the reaction product. The product is: [NH2:1][C@H:2]1[CH2:7][CH2:6][CH2:5][CH2:4][C@@H:3]1[N:8]1[C:20]2[C:19](=[CH:24][C:23]([I:25])=[CH:22][CH:21]=2)[C:18](=[O:27])[C:12]([C:13]([O:15][CH2:16][CH3:17])=[O:14])=[CH:11]1. (3) The product is: [F:29][C:23]1[CH:24]=[CH:25][C:26]([F:28])=[CH:27][C:22]=1[CH:21]=[C:18]1[CH2:17][CH2:16][N:15]([C:13]([NH:12][CH:9]2[CH2:10][CH2:11][N:6]([C:46](=[O:47])[C:45]([F:56])([F:55])[F:44])[CH2:7][CH2:8]2)=[O:14])[CH2:20][CH2:19]1. Given the reactants ClC1C=C(C=CC=1OC)C[N:6]1[CH2:11][CH2:10][CH:9]([NH:12][C:13]([N:15]2[CH2:20][CH2:19][C:18](=[CH:21][C:22]3[CH:27]=[C:26]([F:28])[CH:25]=[CH:24][C:23]=3[F:29])[CH2:17][CH2:16]2)=[O:14])[CH2:8][CH2:7]1.C(N(CC)C(C)C)(C)C.[F:44][C:45]([F:56])([F:55])[C:46](O[C:46](=[O:47])[C:45]([F:56])([F:55])[F:44])=[O:47].O, predict the reaction product.